Dataset: Merck oncology drug combination screen with 23,052 pairs across 39 cell lines. Task: Regression. Given two drug SMILES strings and cell line genomic features, predict the synergy score measuring deviation from expected non-interaction effect. (1) Synergy scores: synergy=9.52. Drug 2: Cn1cc(-c2cnn3c(N)c(Br)c(C4CCCNC4)nc23)cn1. Cell line: RKO. Drug 1: CN1C(=O)C=CC2(C)C3CCC4(C)C(NC(=O)OCC(F)(F)F)CCC4C3CCC12. (2) Cell line: SKOV3. Drug 1: CCN(CC)CCNC(=O)c1c(C)[nH]c(C=C2C(=O)Nc3ccc(F)cc32)c1C. Synergy scores: synergy=18.7. Drug 2: O=C(NOCC(O)CO)c1ccc(F)c(F)c1Nc1ccc(I)cc1F. (3) Drug 1: O=C(O)C1(Cc2cccc(Nc3nccs3)n2)CCC(Oc2cccc(Cl)c2F)CC1. Drug 2: Cc1nc(Nc2ncc(C(=O)Nc3c(C)cccc3Cl)s2)cc(N2CCN(CCO)CC2)n1. Cell line: UWB1289BRCA1. Synergy scores: synergy=20.5. (4) Drug 1: O=C(NOCC(O)CO)c1ccc(F)c(F)c1Nc1ccc(I)cc1F. Drug 2: CCc1c2c(nc3ccc(O)cc13)-c1cc3c(c(=O)n1C2)COC(=O)C3(O)CC. Cell line: A375. Synergy scores: synergy=8.50. (5) Synergy scores: synergy=2.92. Drug 1: O=C(O)C1(Cc2cccc(Nc3nccs3)n2)CCC(Oc2cccc(Cl)c2F)CC1. Drug 2: COC1=C2CC(C)CC(OC)C(O)C(C)C=C(C)C(OC(N)=O)C(OC)C=CC=C(C)C(=O)NC(=CC1=O)C2=O. Cell line: UWB1289. (6) Drug 1: COc1cc(C2c3cc4c(cc3C(OC3OC5COC(C)OC5C(O)C3O)C3COC(=O)C23)OCO4)cc(OC)c1O. Drug 2: O=C(NOCC(O)CO)c1ccc(F)c(F)c1Nc1ccc(I)cc1F. Cell line: A2780. Synergy scores: synergy=36.8. (7) Drug 1: CN(C)C(=N)N=C(N)N. Drug 2: COC1CC2CCC(C)C(O)(O2)C(=O)C(=O)N2CCCCC2C(=O)OC(C(C)CC2CCC(OP(C)(C)=O)C(OC)C2)CC(=O)C(C)C=C(C)C(O)C(OC)C(=O)C(C)CC(C)C=CC=CC=C1C. Cell line: PA1. Synergy scores: synergy=-1.84. (8) Drug 2: O=C(O)C1(Cc2cccc(Nc3nccs3)n2)CCC(Oc2cccc(Cl)c2F)CC1. Drug 1: O=S1(=O)NC2(CN1CC(F)(F)F)C1CCC2Cc2cc(C=CCN3CCC(C(F)(F)F)CC3)ccc2C1. Synergy scores: synergy=6.98. Cell line: SW837.